This data is from hERG Central: cardiac toxicity at 1µM, 10µM, and general inhibition. The task is: Predict hERG channel inhibition at various concentrations. The molecule is CC(C)(C)c1ccc(C(O)CCCN2CCC(C(O)(c3ccccc3)c3ccccc3)CC2)cc1. Results: hERG_inhib (hERG inhibition (general)): blocker.